Dataset: Reaction yield outcomes from USPTO patents with 853,638 reactions. Task: Predict the reaction yield, written as a fraction of the theoretical maximum amount of product (1.0 means a 100% yield; for example, 0.34 means a 34% yield). The reactants are [CH:1]1([C:7]2[C:8]3[C:13]([N:14]4[C:19]=2[C:18]2[CH:20]=[CH:21][CH:22]=[CH:23][C:17]=2[S:16][CH2:15]4)=[CH:12][C:11]([C:24]([O:26]C)=[O:25])=[CH:10][CH:9]=3)[CH2:6][CH2:5][CH2:4][CH2:3][CH2:2]1.[OH-].[Na+].Cl. The catalyst is O1CCCC1.CO. The product is [CH:1]1([C:7]2[C:8]3[C:13]([N:14]4[C:19]=2[C:18]2[CH:20]=[CH:21][CH:22]=[CH:23][C:17]=2[S:16][CH2:15]4)=[CH:12][C:11]([C:24]([OH:26])=[O:25])=[CH:10][CH:9]=3)[CH2:2][CH2:3][CH2:4][CH2:5][CH2:6]1. The yield is 0.333.